From a dataset of Catalyst prediction with 721,799 reactions and 888 catalyst types from USPTO. Predict which catalyst facilitates the given reaction. Reactant: [CH3:1][N:2]1[CH2:7][CH2:6][CH:5]([CH2:8][CH2:9][CH2:10][OH:11])[CH2:4][CH2:3]1.[H-].[Na+].[Br:14][C:15]1[CH:16]=[C:17]([NH:21][C:22]2[C:31]3[C:26](=[CH:27][C:28](F)=[C:29]([N+:32]([O-:34])=[O:33])[CH:30]=3)[N:25]=[CH:24][N:23]=2)[CH:18]=[CH:19][CH:20]=1. Product: [Br:14][C:15]1[CH:16]=[C:17]([NH:21][C:22]2[C:31]3[C:26](=[CH:27][C:28]([O:11][CH2:10][CH2:9][CH2:8][CH:5]4[CH2:6][CH2:7][N:2]([CH3:1])[CH2:3][CH2:4]4)=[C:29]([N+:32]([O-:34])=[O:33])[CH:30]=3)[N:25]=[CH:24][N:23]=2)[CH:18]=[CH:19][CH:20]=1. The catalyst class is: 7.